This data is from M1 muscarinic receptor antagonist screen with 61,756 compounds. The task is: Binary Classification. Given a drug SMILES string, predict its activity (active/inactive) in a high-throughput screening assay against a specified biological target. (1) The molecule is o1c(CN2CCCC2)c(O)c(=O)cc1CO. The result is 0 (inactive). (2) The molecule is o1c2c(C(N(C2=O)CC=C)c2cc(OC)c(O)cc2)c(=O)c2c1cccc2. The result is 0 (inactive).